This data is from Forward reaction prediction with 1.9M reactions from USPTO patents (1976-2016). The task is: Predict the product of the given reaction. (1) Given the reactants [NH2:1][C:2]1[CH:7]=[CH:6][C:5]([CH2:8][N:9]2[CH2:14][CH2:13][N:12]([C:15]([O:17][C:18]([CH3:21])([CH3:20])[CH3:19])=[O:16])[C@@H:11]([CH3:22])[CH2:10]2)=[C:4]([CH3:23])[CH:3]=1.[Br:24][C:25]1[CH:26]=[N:27][CH:28]=[C:29]([S:31](Cl)(=[O:33])=[O:32])[CH:30]=1, predict the reaction product. The product is: [Br:24][C:25]1[CH:30]=[C:29]([S:31]([NH:1][C:2]2[CH:7]=[CH:6][C:5]([CH2:8][N:9]3[CH2:14][CH2:13][N:12]([C:15]([O:17][C:18]([CH3:19])([CH3:21])[CH3:20])=[O:16])[C@@H:11]([CH3:22])[CH2:10]3)=[C:4]([CH3:23])[CH:3]=2)(=[O:33])=[O:32])[CH:28]=[N:27][CH:26]=1. (2) Given the reactants [N:1]1([CH2:7][C@@H:8]2[CH2:13][CH2:12][CH2:11][CH2:10][C@H:9]2[NH2:14])[CH2:6][CH2:5][CH2:4][CH2:3][CH2:2]1.[F:15][C:16]1[CH:24]=[CH:23][C:19]([C:20](Cl)=[O:21])=[CH:18][CH:17]=1.C(N(C(C)C)CC)(C)C, predict the reaction product. The product is: [F:15][C:16]1[CH:24]=[CH:23][C:19]([C:20]([NH:14][C@@H:9]2[CH2:10][CH2:11][CH2:12][CH2:13][C@H:8]2[CH2:7][N:1]2[CH2:6][CH2:5][CH2:4][CH2:3][CH2:2]2)=[O:21])=[CH:18][CH:17]=1.